Dataset: Reaction yield outcomes from USPTO patents with 853,638 reactions. Task: Predict the reaction yield, written as a fraction of the theoretical maximum amount of product (1.0 means a 100% yield; for example, 0.34 means a 34% yield). (1) No catalyst specified. The yield is 0.780. The reactants are [CH2:1]([N:8]1[C:16]2[C:11](=[CH:12][CH:13]=[CH:14][CH:15]=2)[CH2:10][CH2:9]1)[C:2]1[CH:7]=[CH:6][CH:5]=[CH:4][CH:3]=1.O.[F:18][C:19]([F:27])([F:26])[C:20]([C:22]([F:25])([F:24])[F:23])=[O:21].O.O.[F:18][C:19]([F:27])([F:26])[C:20]([C:22]([F:25])([F:24])[F:23])=[O:21]. The product is [CH2:1]([N:8]1[C:16]2[C:11](=[CH:12][C:13]([C:20]([OH:21])([C:22]([F:25])([F:24])[F:23])[C:19]([F:27])([F:26])[F:18])=[CH:14][CH:15]=2)[CH2:10][CH2:9]1)[C:2]1[CH:3]=[CH:4][CH:5]=[CH:6][CH:7]=1. (2) The reactants are Cl.[N+:2]([C:5]1[CH:10]=[CH:9][C:8]([CH2:11][CH2:12][NH2:13])=[CH:7][CH:6]=1)([O-:4])=[O:3].[CH2:14]([N:18]1[C:23](Cl)=[CH:22][C:21](=[O:25])[N:20]([CH2:26][C:27]2[CH:32]=[CH:31][CH:30]=[CH:29][C:28]=2[F:33])[C:19]1=[O:34])[CH2:15][CH2:16][CH3:17].C(N(CC)CC)C.O. The catalyst is CN1CCCC1=O. The product is [CH2:14]([N:18]1[C:23]([NH:13][CH2:12][CH2:11][C:8]2[CH:7]=[CH:6][C:5]([N+:2]([O-:4])=[O:3])=[CH:10][CH:9]=2)=[CH:22][C:21](=[O:25])[N:20]([CH2:26][C:27]2[CH:32]=[CH:31][CH:30]=[CH:29][C:28]=2[F:33])[C:19]1=[O:34])[CH2:15][CH2:16][CH3:17]. The yield is 0.410. (3) The reactants are [Cl:1][C:2]1[CH:24]=[C:23]([Cl:25])[CH:22]=[CH:21][C:3]=1[CH2:4][N:5]1[C:9](/[CH:10]=[CH:11]/[C:12]([O:14][CH2:15][CH3:16])=[O:13])=[CH:8][C:7]([O:17][CH:18]([CH3:20])[CH3:19])=[N:6]1. The catalyst is [C].[Pd].O1CCCC1. The product is [Cl:1][C:2]1[CH:24]=[C:23]([Cl:25])[CH:22]=[CH:21][C:3]=1[CH2:4][N:5]1[C:9]([CH2:10][CH2:11][C:12]([O:14][CH2:15][CH3:16])=[O:13])=[CH:8][C:7]([O:17][CH:18]([CH3:19])[CH3:20])=[N:6]1. The yield is 0.890. (4) The reactants are [CH3:1][O:2][C:3](=[O:14])[C:4]1[CH:9]=[CH:8][C:7]([CH:10]=[O:11])=[C:6]([O:12][CH3:13])[CH:5]=1.O.CC(=CC)C.[O-:21]Cl=O.[Na+]. The catalyst is C(O)(C)(C)C.C(Cl)Cl. The product is [CH3:1][O:2][C:3](=[O:14])[C:4]1[CH:9]=[CH:8][C:7]([C:10]([OH:21])=[O:11])=[C:6]([O:12][CH3:13])[CH:5]=1. The yield is 0.470. (5) The reactants are [Br:1][C:2]1[CH:3]=[C:4]([S:8](Cl)(=[O:10])=[O:9])[CH:5]=[CH:6][CH:7]=1.[CH3:12][NH2:13]. The catalyst is C1COCC1. The product is [CH3:12][NH:13][S:8]([C:4]1[CH:5]=[CH:6][CH:7]=[C:2]([Br:1])[CH:3]=1)(=[O:10])=[O:9]. The yield is 0.990. (6) The reactants are [N:1]([CH2:4][C:5]([C:7]1[CH:12]=[CH:11][C:10]([C:13]([F:16])([F:15])[F:14])=[CH:9][CH:8]=1)=[O:6])=[N+]=[N-].C1(P(C2C=CC=CC=2)C2C=CC=CC=2)C=CC=CC=1.O.C1(C)C=CC(S(O)(=O)=O)=CC=1. The catalyst is C1COCC1. The product is [NH2:1][CH2:4][C:5]([C:7]1[CH:12]=[CH:11][C:10]([C:13]([F:14])([F:15])[F:16])=[CH:9][CH:8]=1)=[O:6]. The yield is 0.504. (7) The reactants are Br[C:2]1[CH:24]=[N:23][C:5]2[N:6]([CH3:22])[C:7](=[O:21])[N:8]([CH2:11][CH2:12][CH2:13][O:14][CH:15]3[CH2:20][CH2:19][CH2:18][CH2:17][O:16]3)[C:9](=[O:10])[C:4]=2[C:3]=1[CH:25]([OH:30])[CH2:26][CH:27]([CH3:29])[CH3:28].[CH:31]([C:34]1[CH:39]=[CH:38][CH:37]=[CH:36][C:35]=1B(O)O)([CH3:33])[CH3:32].[O-]P([O-])([O-])=O.[K+].[K+].[K+]. The catalyst is O1CCOCC1.C1C=CC(P(C2C=CC=CC=2)[C-]2C=CC=C2)=CC=1.C1C=CC(P(C2C=CC=CC=2)[C-]2C=CC=C2)=CC=1.Cl[Pd]Cl.[Fe+2]. The product is [OH:30][CH:25]([C:3]1[C:4]2[C:9](=[O:10])[N:8]([CH2:11][CH2:12][CH2:13][O:14][CH:15]3[CH2:20][CH2:19][CH2:18][CH2:17][O:16]3)[C:7](=[O:21])[N:6]([CH3:22])[C:5]=2[N:23]=[CH:24][C:2]=1[C:35]1[CH:36]=[CH:37][CH:38]=[CH:39][C:34]=1[CH:31]([CH3:33])[CH3:32])[CH2:26][CH:27]([CH3:28])[CH3:29]. The yield is 0.427.